From a dataset of Forward reaction prediction with 1.9M reactions from USPTO patents (1976-2016). Predict the product of the given reaction. (1) Given the reactants Br[C:2]1[C:3]2[CH:14]=[C:13]([C:15]([O:17]CC)=[O:16])[S:12][C:4]=2[N:5]([CH:7]([O:9][CH2:10][CH3:11])[CH3:8])[N:6]=1.[CH3:20][O:21][C:22]1[CH:30]=[CH:29][C:25]([C:26]([NH2:28])=[O:27])=[CH:24][CH:23]=1.P([O-])([O-])([O-])=O.[K+].[K+].[K+].CNCCNC, predict the reaction product. The product is: [CH2:10]([O:9][CH:7]([N:5]1[C:4]2[S:12][C:13]([C:15]([OH:17])=[O:16])=[CH:14][C:3]=2[C:2]([NH:28][C:26](=[O:27])[C:25]2[CH:24]=[CH:23][C:22]([O:21][CH3:20])=[CH:30][CH:29]=2)=[N:6]1)[CH3:8])[CH3:11]. (2) Given the reactants Br[C:2]1[CH:3]=[C:4]2[C:24]([C:25]([CH3:28])([CH3:27])[CH:26]=1)=[C:7]1[CH:8]=[C:9]3[C:22](=[CH:23][C:6]1=[CH:5]2)[C:21]1[C:16](=[CH:17][CH:18]=[CH:19][CH:20]=1)[C:15]1[C:10]3=[CH:11][CH:12]=[CH:13][CH:14]=1.[C:29]1([C:76]2[CH:81]=[CH:80][CH:79]=[CH:78][CH:77]=2)[CH:34]=[CH:33][C:32]([N:35]([C:61]2[CH:66]=[CH:65][C:64](B3OC(C)(C)C(C)(C)O3)=[CH:63][CH:62]=2)[C:36]2[CH:48]=[CH:47][C:46]3[C:45]4[C:40](=[CH:41][CH:42]=[CH:43][CH:44]=4)[C:39]4([C:60]5[CH:59]=[CH:58][CH:57]=[CH:56][C:55]=5[C:54]5[C:49]4=[CH:50][CH:51]=[CH:52][CH:53]=5)[C:38]=3[CH:37]=2)=[CH:31][CH:30]=1.C([O-])([O-])=O.[Na+].[Na+].CCO, predict the reaction product. The product is: [C:29]1([C:76]2[CH:81]=[CH:80][CH:79]=[CH:78][CH:77]=2)[CH:30]=[CH:31][C:32]([N:35]([C:61]2[CH:62]=[CH:63][C:64]([C:2]3[CH:3]=[C:4]4[C:24]([C:25]([CH3:28])([CH3:27])[CH:26]=3)=[C:7]3[CH:8]=[C:9]5[C:22](=[CH:23][C:6]3=[CH:5]4)[C:21]3[C:16](=[CH:17][CH:18]=[CH:19][CH:20]=3)[C:15]3[C:10]5=[CH:11][CH:12]=[CH:13][CH:14]=3)=[CH:65][CH:66]=2)[C:36]2[CH:48]=[CH:47][C:46]3[C:45]4[C:40](=[CH:41][CH:42]=[CH:43][CH:44]=4)[C:39]4([C:49]5[CH:50]=[CH:51][CH:52]=[CH:53][C:54]=5[C:55]5[C:60]4=[CH:59][CH:58]=[CH:57][CH:56]=5)[C:38]=3[CH:37]=2)=[CH:33][CH:34]=1. (3) Given the reactants Br[C:2]1[C:7]([N:8]([CH2:23][O:24][CH3:25])[S:9]([C:12]2[CH:17]=[CH:16][C:15]([Cl:18])=[C:14]([C:19]([F:22])([F:21])[F:20])[CH:13]=2)(=[O:11])=[O:10])=[CH:6][C:5]([Cl:26])=[CH:4][N:3]=1.C([Mg]Cl)(C)C.CN([CH:35]=[O:36])C, predict the reaction product. The product is: [Cl:18][C:15]1[CH:16]=[CH:17][C:12]([S:9]([N:8]([C:7]2[C:2]([CH:35]=[O:36])=[N:3][CH:4]=[C:5]([Cl:26])[CH:6]=2)[CH2:23][O:24][CH3:25])(=[O:11])=[O:10])=[CH:13][C:14]=1[C:19]([F:22])([F:21])[F:20]. (4) Given the reactants [CH:1]1([CH2:6][C@H:7]([C:19]2[CH:24]=[CH:23][C:22]([Cl:25])=[C:21]([Cl:26])[CH:20]=2)[C:8](N2[C@@H](C(C)C)COC2=O)=[O:9])[CH2:5][CH2:4][CH2:3][CH2:2]1.[OH:27]O.[OH-].[Li+], predict the reaction product. The product is: [CH:1]1([CH2:6][C@H:7]([C:19]2[CH:24]=[CH:23][C:22]([Cl:25])=[C:21]([Cl:26])[CH:20]=2)[C:8]([OH:9])=[O:27])[CH2:2][CH2:3][CH2:4][CH2:5]1. (5) Given the reactants [H-].[Al+3].[Li+].[H-].[H-].[H-].[CH2:7]([O:14][C:15]1[CH:16]=[CH:17][CH:18]=[C:19]2[C:23]=1[NH:22][CH:21]=[C:20]2[CH:24]=[C:25]([N+:27]([O-])=O)[CH3:26])[C:8]1[CH:13]=[CH:12][CH:11]=[CH:10][CH:9]=1, predict the reaction product. The product is: [CH2:7]([O:14][C:15]1[CH:16]=[CH:17][CH:18]=[C:19]2[C:23]=1[NH:22][CH:21]=[C:20]2[CH2:24][CH:25]([NH2:27])[CH3:26])[C:8]1[CH:13]=[CH:12][CH:11]=[CH:10][CH:9]=1. (6) Given the reactants [NH2:1][C:2]1[C:3]([C:15]([NH:17][CH3:18])=[O:16])=[N:4][C:5]([C:8]2[CH:13]=[CH:12][CH:11]=[C:10]([NH2:14])[CH:9]=2)=[CH:6][N:7]=1.C(N(CC)CC)C.[CH3:26][S:27](Cl)(=[O:29])=[O:28].O, predict the reaction product. The product is: [NH2:1][C:2]1[C:3]([C:15]([NH:17][CH3:18])=[O:16])=[N:4][C:5]([C:8]2[CH:13]=[CH:12][CH:11]=[C:10]([NH:14][S:27]([CH3:26])(=[O:29])=[O:28])[CH:9]=2)=[CH:6][N:7]=1. (7) Given the reactants [CH3:1][C:2]1[CH:7]=[CH:6][CH:5]=[CH:4][C:3]=1[CH:8]([C:10]1[CH:15]=[CH:14][CH:13]=[CH:12][C:11]=1[CH3:16])O.[BrH:17], predict the reaction product. The product is: [Br:17][CH:8]([C:10]1[CH:15]=[CH:14][CH:13]=[CH:12][C:11]=1[CH3:16])[C:3]1[CH:4]=[CH:5][CH:6]=[CH:7][C:2]=1[CH3:1].